Dataset: Catalyst prediction with 721,799 reactions and 888 catalyst types from USPTO. Task: Predict which catalyst facilitates the given reaction. (1) Reactant: [F:1][C:2]1[CH:3]=[CH:4][C:5]([O:21][CH:22]2[CH2:26][CH2:25][O:24][CH2:23]2)=[C:6]([C@H:8]2[CH2:12][CH:11]([OH:13])[CH2:10][N:9]2[C:14]([O:16][C:17]([CH3:20])([CH3:19])[CH3:18])=[O:15])[CH:7]=1.ClN1C(=O)N(Cl)C(=O)N(Cl)C1=O.C([O-])(O)=O.[Na+]. Product: [C:17]([O:16][C:14]([N:9]1[CH2:10][C:11](=[O:13])[CH2:12][C@@H:8]1[C:6]1[CH:7]=[C:2]([F:1])[CH:3]=[CH:4][C:5]=1[O:21][CH:22]1[CH2:26][CH2:25][O:24][CH2:23]1)=[O:15])([CH3:20])([CH3:18])[CH3:19]. The catalyst class is: 2. (2) Reactant: Cl.Cl.[NH2:3][C:4]1[C:5]([OH:13])=[N:6][C:7]([S:11][CH3:12])=[N:8][C:9]=1[NH2:10].[CH2:14]([O:16][C:17](=[O:29])[C:18]1[CH:23]=[CH:22][C:21]([C:24](=O)[CH:25]=NO)=[CH:20][CH:19]=1)[CH3:15]. Product: [CH2:14]([O:16][C:17](=[O:29])[C:18]1[CH:23]=[CH:22][C:21]([C:24]2[N:3]=[C:4]3[C:9](=[N:10][CH:25]=2)[N:8]=[C:7]([S:11][CH3:12])[N:6]=[C:5]3[OH:13])=[CH:20][CH:19]=1)[CH3:15]. The catalyst class is: 5. (3) Reactant: [C:1]([N:5]1[CH2:10][CH2:9][C:8]2[NH:11][C:12]3[N:13]([N:14]=[C:15]([C:20]4[CH:25]=[CH:24][C:23]([O:26][C:27]5[CH:32]=[CH:31][CH:30]=[CH:29][CH:28]=5)=[CH:22][CH:21]=4)[C:16]=3[C:17]([NH2:19])=[O:18])[C:7]=2[CH2:6]1)(=[O:4])[CH:2]=C.[CH3:33][O-].[Na+].Cl.[CH3:37][NH:38][CH3:39]. Product: [CH3:37][N:38]([CH3:33])[CH2:39][CH2:2][C:1]([N:5]1[CH2:10][CH2:9][C:8]2[N:11]3[N:14]=[C:15]([C:20]4[CH:21]=[CH:22][C:23]([O:26][C:27]5[CH:32]=[CH:31][CH:30]=[CH:29][CH:28]=5)=[CH:24][CH:25]=4)[C:16]([C:17]([NH2:19])=[O:18])=[C:12]3[NH:13][C:7]=2[CH2:6]1)=[O:4]. The catalyst class is: 5. (4) Reactant: [CH2:1]([N:3]1[CH:8]2[CH2:9][CH2:10][CH:4]1[CH2:5][CH:6]([C:11]1[N:16]3[N:17]=[C:18]([C:27]4[CH:32]=[CH:31][N:30]=[CH:29][CH:28]=4)[C:19]([C:20]4[CH:26]=[CH:25][C:23]([NH2:24])=[CH:22][CH:21]=4)=[C:15]3[N:14]=[CH:13][CH:12]=1)[CH2:7]2)[CH3:2].C([N:35]([CH2:38]C)CC)C.ClC(Cl)([O:43]C(=O)OC(Cl)(Cl)Cl)Cl.N. Product: [CH2:1]([N:3]1[CH:4]2[CH2:10][CH2:9][CH:8]1[CH2:7][CH:6]([C:11]1[N:16]3[N:17]=[C:18]([C:27]4[CH:28]=[CH:29][N:30]=[CH:31][CH:32]=4)[C:19]([C:20]4[CH:26]=[CH:25][C:23]([NH:24][C:38]([NH2:35])=[O:43])=[CH:22][CH:21]=4)=[C:15]3[N:14]=[CH:13][CH:12]=1)[CH2:5]2)[CH3:2]. The catalyst class is: 269. (5) Reactant: [NH:1]1[C:10]2[C:5](=[CH:6][CH:7]=[CH:8][CH:9]=2)[CH2:4][CH:3]([NH:11][C:12](=[O:18])[O:13][C:14]([CH3:17])([CH3:16])[CH3:15])[CH2:2]1.[N+:19]([C:22]1[CH:27]=[CH:26][C:25]([S:28](Cl)(=[O:30])=[O:29])=[CH:24][CH:23]=1)([O-:21])=[O:20].C(N(C(C)C)CC)(C)C. Product: [N+:19]([C:22]1[CH:23]=[CH:24][C:25]([S:28]([N:1]2[C:10]3[C:5](=[CH:6][CH:7]=[CH:8][CH:9]=3)[CH2:4][CH:3]([NH:11][C:12](=[O:18])[O:13][C:14]([CH3:15])([CH3:17])[CH3:16])[CH2:2]2)(=[O:30])=[O:29])=[CH:26][CH:27]=1)([O-:21])=[O:20]. The catalyst class is: 26. (6) Reactant: Cl.[CH3:2][O:3][C:4](=[O:16])[C@@H:5]([NH2:15])[CH2:6][C:7]1[CH:12]=[CH:11][C:10]([OH:13])=[C:9]([OH:14])[CH:8]=1.[C:17](Cl)(=[O:22])[C:18]([CH3:21])([CH3:20])[CH3:19]. Product: [CH3:2][O:3][C:4](=[O:16])[C@@H:5]([NH2:15])[CH2:6][C:7]1[CH:12]=[CH:11][C:10]([O:13][C:17](=[O:22])[C:18]([CH3:21])([CH3:20])[CH3:19])=[C:9]([O:14][C:17](=[O:22])[C:18]([CH3:21])([CH3:20])[CH3:19])[CH:8]=1. The catalyst class is: 55.